Dataset: Full USPTO retrosynthesis dataset with 1.9M reactions from patents (1976-2016). Task: Predict the reactants needed to synthesize the given product. (1) Given the product [NH2:30][C:31]1[O:39][C:38]2[C:33](=[N:34][CH:35]=[C:36]([C:40]3[CH:41]=[N:42][C:43]([C:46](=[O:47])[NH:48][CH3:49])=[CH:44][CH:45]=3)[CH:37]=2)[C:32]=1[C:50]([NH:1][C:2]1[CH:3]=[N:4][CH:5]=[CH:6][C:7]=1[N:8]1[CH2:13][C@H:12]([CH3:14])[CH2:11][C@H:10]([NH2:15])[CH2:9]1)=[O:51], predict the reactants needed to synthesize it. The reactants are: [NH2:1][C:2]1[CH:3]=[N:4][CH:5]=[CH:6][C:7]=1[N:8]1[CH2:13][C@H:12]([CH3:14])[CH2:11][C@H:10]([NH:15]C(=O)OC(C)(C)C)[CH2:9]1.C(OC([NH:30][C:31]1[O:39][C:38]2[C:33](=[N:34][CH:35]=[C:36]([C:40]3[CH:41]=[N:42][C:43]([C:46]([NH:48][CH3:49])=[O:47])=[CH:44][CH:45]=3)[CH:37]=2)[C:32]=1[C:50](O)=[O:51])=O)(C)(C)C. (2) Given the product [ClH:22].[NH2:5][C@@H:4]([CH2:13][C:14]1[CH:15]=[CH:16][CH:17]=[CH:18][CH:19]=1)[C:3]([N:2]([CH3:21])[CH3:1])=[O:20], predict the reactants needed to synthesize it. The reactants are: [CH3:1][N:2]([CH3:21])[C:3](=[O:20])[C@H:4]([CH2:13][C:14]1[CH:19]=[CH:18][CH:17]=[CH:16][CH:15]=1)[NH:5]C(OC(C)(C)C)=O.[ClH:22]. (3) Given the product [F:26][C:2]([F:1])([F:25])[C:3]1[CH:24]=[CH:23][CH:22]=[CH:21][C:4]=1[C:5]([N:7]1[CH2:8][CH2:9][N:10]([C:13]2[S:14][C:15]([C:18]3[N:19]=[C:28]([CH2:27][OH:30])[O:29][N:20]=3)=[CH:16][N:17]=2)[CH2:11][CH2:12]1)=[O:6], predict the reactants needed to synthesize it. The reactants are: [F:1][C:2]([F:26])([F:25])[C:3]1[CH:24]=[CH:23][CH:22]=[CH:21][C:4]=1[C:5]([N:7]1[CH2:12][CH2:11][N:10]([C:13]2[S:14][C:15]([C:18](=[NH:20])[NH2:19])=[CH:16][N:17]=2)[CH2:9][CH2:8]1)=[O:6].[C:27](OCC)(=[O:30])[CH2:28][OH:29]. (4) Given the product [CH2:1]([NH:8][C:9](=[O:12])[CH2:10][NH:27][C:26]1[CH:28]=[CH:29][C:23]([F:22])=[CH:24][C:25]=1[CH3:30])[C:2]1[CH:7]=[CH:6][CH:5]=[CH:4][CH:3]=1, predict the reactants needed to synthesize it. The reactants are: [CH2:1]([NH:8][C:9](=[O:12])[CH2:10]Cl)[C:2]1[CH:7]=[CH:6][CH:5]=[CH:4][CH:3]=1.CCN(C(C)C)C(C)C.[F:22][C:23]1[CH:29]=[CH:28][C:26]([NH2:27])=[C:25]([CH3:30])[CH:24]=1. (5) Given the product [N:10]1[CH:11]=[CH:12][CH:13]=[C:8]([O:7][C:6]2[CH:5]=[C:4]([CH:16]=[CH:15][CH:14]=2)[NH2:1])[CH:9]=1, predict the reactants needed to synthesize it. The reactants are: [N+:1]([C:4]1[CH:5]=[C:6]([CH:14]=[CH:15][CH:16]=1)[O:7][C:8]1[CH:9]=[N:10][CH:11]=[CH:12][CH:13]=1)([O-])=O.[OH-].[Na+].